Dataset: Forward reaction prediction with 1.9M reactions from USPTO patents (1976-2016). Task: Predict the product of the given reaction. (1) The product is: [CH2:1]([O:8][C:9]1[CH:14]=[C:13]([F:15])[CH:12]=[CH:11][C:10]=1[NH:16][C:17]1[C:26]2[C:21](=[CH:22][C:23]([N:32]=[S:30]([CH3:33])([CH3:29])=[O:31])=[CH:24][C:25]=2[CH3:27])[N:20]=[CH:19][N:18]=1)[C:2]1[CH:7]=[CH:6][CH:5]=[CH:4][CH:3]=1. Given the reactants [CH2:1]([O:8][C:9]1[CH:14]=[C:13]([F:15])[CH:12]=[CH:11][C:10]=1[NH:16][C:17]1[C:26]2[C:21](=[CH:22][C:23](Br)=[CH:24][C:25]=2[CH3:27])[N:20]=[CH:19][N:18]=1)[C:2]1[CH:7]=[CH:6][CH:5]=[CH:4][CH:3]=1.[CH3:29][S:30]([CH3:33])(=[NH:32])=[O:31].C(P(C(C)(C)C)C1C=CC=CC=1C1C=CC=CC=1)(C)(C)C.CC(C)([O-])C.[Na+], predict the reaction product. (2) Given the reactants [CH3:1][C:2]1[CH:7]=[C:6]([CH3:8])[CH:5]=[CH:4][C:3]=1[N:9]([CH2:24][CH:25]([CH3:27])[CH3:26])[S:10]([C:13]1[CH:18]=[C:17]([F:19])[C:16]([CH:20]2[CH2:22][O:21]2)=[C:15]([F:23])[CH:14]=1)(=[O:12])=[O:11].[NH:28]1[CH2:33][CH2:32][O:31][CH2:30][CH2:29]1, predict the reaction product. The product is: [CH3:1][C:2]1[CH:7]=[C:6]([CH3:8])[CH:5]=[CH:4][C:3]=1[N:9]([CH2:24][CH:25]([CH3:27])[CH3:26])[S:10]([C:13]1[CH:18]=[C:17]([F:19])[C:16]([CH:20]([OH:21])[CH2:22][N:28]2[CH2:33][CH2:32][O:31][CH2:30][CH2:29]2)=[C:15]([F:23])[CH:14]=1)(=[O:12])=[O:11]. (3) Given the reactants [NH2:1][C:2]1[CH:10]=[CH:9][C:8]([O:11][CH3:12])=[CH:7][C:3]=1[C:4]([NH2:6])=O.[C:13]([C:17]1[CH:25]=[CH:24][C:20]([C:21](Cl)=O)=[CH:19][CH:18]=1)([CH3:16])([CH3:15])[CH3:14].[N:26]1([C:32]([O:34][CH2:35][CH3:36])=[O:33])[CH2:31][CH2:30][NH:29][CH2:28][CH2:27]1, predict the reaction product. The product is: [C:13]([C:17]1[CH:25]=[CH:24][C:20]([C:21]2[N:6]=[C:4]([N:29]3[CH2:28][CH2:27][N:26]([C:32]([O:34][CH2:35][CH3:36])=[O:33])[CH2:31][CH2:30]3)[C:3]3[C:2](=[CH:10][CH:9]=[C:8]([O:11][CH3:12])[CH:7]=3)[N:1]=2)=[CH:19][CH:18]=1)([CH3:16])([CH3:15])[CH3:14].